From a dataset of Retrosynthesis with 50K atom-mapped reactions and 10 reaction types from USPTO. Predict the reactants needed to synthesize the given product. (1) Given the product CC(C)c1noc([C@H]2CC[C@@H](n3ncc4c(Oc5ccc(S(C)(=O)=O)cc5F)ncnc43)CC2)n1, predict the reactants needed to synthesize it. The reactants are: CC(C)c1noc([C@H]2CC[C@@H](n3ncc4c(Cl)ncnc43)CC2)n1.CS(=O)(=O)c1ccc(O)c(F)c1. (2) Given the product O[C@H]1CCN(Cc2ccccc2)C1, predict the reactants needed to synthesize it. The reactants are: O=Cc1ccccc1.O[C@H]1CCNC1. (3) Given the product O=c1ccc2c([C@H](CBr)OC3CCCCO3)ccc(OCc3ccccc3)c2[nH]1, predict the reactants needed to synthesize it. The reactants are: C1=COCCC1.O=c1ccc2c([C@@H](O)CBr)ccc(OCc3ccccc3)c2[nH]1. (4) Given the product COc1cc2c(cc1OC)C(Br)OC2=O, predict the reactants needed to synthesize it. The reactants are: COc1cc2c(cc1OC)C(=O)OC2.O=C1CCC(=O)N1Br. (5) Given the product COC(=O)CCC(=O)OCOC(=O)C(C)(C)C, predict the reactants needed to synthesize it. The reactants are: CC(C)(C)C(=O)OCCl.COC(=O)CCC(=O)[O-].